Predict which catalyst facilitates the given reaction. From a dataset of Catalyst prediction with 721,799 reactions and 888 catalyst types from USPTO. Reactant: C([O:3][C:4]([C:6]1[C:7]([C:12]2[CH:17]=[CH:16][N:15]=[CH:14][CH:13]=2)=[N:8][O:9][C:10]=1[CH3:11])=O)C.[H-].[Al+3].[Li+].[H-].[H-].[H-].O.[OH-].[Na+]. Product: [CH3:11][C:10]1[O:9][N:8]=[C:7]([C:12]2[CH:17]=[CH:16][N:15]=[CH:14][CH:13]=2)[C:6]=1[CH2:4][OH:3]. The catalyst class is: 1.